Dataset: Full USPTO retrosynthesis dataset with 1.9M reactions from patents (1976-2016). Task: Predict the reactants needed to synthesize the given product. (1) Given the product [Br:1][C:2]1[C:3](=[O:11])[N:4]([CH3:10])[N:5]=[C:6]([CH3:9])[C:7]=1[O:8][CH3:12], predict the reactants needed to synthesize it. The reactants are: [Br:1][C:2]1[C:3](=[O:11])[N:4]([CH3:10])[N:5]=[C:6]([CH3:9])[C:7]=1[OH:8].[C:12](=O)([O-])[O-].[K+].[K+].S(OC)(OC)(=O)=O. (2) Given the product [CH:18]1([N:17]([C@@H:15]([C:12]2[CH:13]=[C:14]3[C:9]([C:8]([CH3:21])=[N:7][N:6]3[CH2:5][CH2:4][CH2:3][O:2][CH3:1])=[CH:10][CH:11]=2)[CH3:16])[C:35]([C@@H:31]2[O:32][CH2:33][CH2:34][N:29]([C:27]([O:26][C:22]([CH3:25])([CH3:24])[CH3:23])=[O:28])[CH2:30]2)=[O:36])[CH2:19][CH2:20]1.[CH:18]1([N:17]([C@H:15]([C:12]2[CH:13]=[C:14]3[C:9]([C:8]([CH3:21])=[N:7][N:6]3[CH2:5][CH2:4][CH2:3][O:2][CH3:1])=[CH:10][CH:11]=2)[CH3:16])[C:35]([C@@H:31]2[O:32][CH2:33][CH2:34][N:29]([C:27]([O:26][C:22]([CH3:23])([CH3:24])[CH3:25])=[O:28])[CH2:30]2)=[O:37])[CH2:19][CH2:20]1, predict the reactants needed to synthesize it. The reactants are: [CH3:1][O:2][CH2:3][CH2:4][CH2:5][N:6]1[C:14]2[C:9](=[CH:10][CH:11]=[C:12]([CH:15]([NH:17][CH:18]3[CH2:20][CH2:19]3)[CH3:16])[CH:13]=2)[C:8]([CH3:21])=[N:7]1.[C:22]([O:26][C:27]([N:29]1[CH2:34][CH2:33][O:32][C@@H:31]([C:35]([OH:37])=[O:36])[CH2:30]1)=[O:28])([CH3:25])([CH3:24])[CH3:23].ON1C2C=CC=CC=2N=N1.Cl.C(N=C=NCCCN(C)C)C. (3) Given the product [Cl:1][C:2]1[CH:3]=[C:4]([C:9]2[CH:13]=[CH:12][N:11]([CH2:14][CH2:15][NH2:16])[N:10]=2)[CH:5]=[CH:6][C:7]=1[Cl:8], predict the reactants needed to synthesize it. The reactants are: [Cl:1][C:2]1[CH:3]=[C:4]([C:9]2[CH:13]=[CH:12][N:11]([CH2:14][CH2:15][N:16]3C(=O)C4C(=CC=CC=4)C3=O)[N:10]=2)[CH:5]=[CH:6][C:7]=1[Cl:8].O.NN.O. (4) Given the product [Cl:1][C:2]1[N:7]=[CH:6][C:5]([C:8]2[S:12][C:11]([C:13]([N:21]3[CH2:22][CH2:25][CH:26]([CH2:28][OH:29])[CH2:27]3)=[O:15])=[N:10][N:9]=2)=[C:4]([NH:17][CH:18]([CH3:20])[CH3:19])[CH:3]=1, predict the reactants needed to synthesize it. The reactants are: [Cl:1][C:2]1[N:7]=[CH:6][C:5]([C:8]2[S:12][C:11]([C:13]([O:15]C)=O)=[N:10][N:9]=2)=[C:4]([NH:17][CH:18]([CH3:20])[CH3:19])[CH:3]=1.[NH:21]1[CH2:27][CH2:26][CH2:25][C@H:22]1CO.[CH3:28][OH:29]. (5) Given the product [F:1][C:2]1[CH:3]=[C:4]([CH:7]=[CH:8][C:9]=1[F:10])[CH2:5][O:6][C:15]1[N:20]=[C:19]([C:21]2[CH:26]=[CH:25][C:24]([Cl:27])=[CH:23][CH:22]=2)[C:18]([C:28]2[CH:33]=[CH:32][C:31]([Cl:34])=[CH:30][C:29]=2[Cl:35])=[CH:17][N:16]=1, predict the reactants needed to synthesize it. The reactants are: [F:1][C:2]1[CH:3]=[C:4]([CH:7]=[CH:8][C:9]=1[F:10])[CH2:5][OH:6].[H-].[Na+].CS[C:15]1[N:20]=[C:19]([C:21]2[CH:26]=[CH:25][C:24]([Cl:27])=[CH:23][CH:22]=2)[C:18]([C:28]2[CH:33]=[CH:32][C:31]([Cl:34])=[CH:30][C:29]=2[Cl:35])=[CH:17][N:16]=1.[Cl-].[NH4+].